Dataset: Reaction yield outcomes from USPTO patents with 853,638 reactions. Task: Predict the reaction yield, written as a fraction of the theoretical maximum amount of product (1.0 means a 100% yield; for example, 0.34 means a 34% yield). (1) The reactants are [C:1]([O:5][C:6](=[O:26])[NH:7][CH:8]1[CH2:13][CH2:12][N:11]([S:14]([C:17]2[CH:22]=[CH:21][C:20]([N+:23]([O-])=O)=[CH:19][CH:18]=2)(=[O:16])=[O:15])[CH2:10][CH2:9]1)([CH3:4])([CH3:3])[CH3:2].C(O)C.[Cl-].[NH4+]. The product is [C:1]([O:5][C:6](=[O:26])[NH:7][CH:8]1[CH2:9][CH2:10][N:11]([S:14]([C:17]2[CH:18]=[CH:19][C:20]([NH2:23])=[CH:21][CH:22]=2)(=[O:16])=[O:15])[CH2:12][CH2:13]1)([CH3:4])([CH3:2])[CH3:3]. The catalyst is [Fe].O. The yield is 0.780. (2) The product is [CH2:1]([O:8][C:9]([N:11]1[CH2:15][C@H:14]([O:16][CH3:17])[C@H:13]([F:25])[CH2:12]1)=[O:10])[C:2]1[CH:7]=[CH:6][CH:5]=[CH:4][CH:3]=1. The yield is 0.480. The reactants are [CH2:1]([O:8][C:9]([N:11]1[CH2:15][C@@H:14]([O:16][CH3:17])[C@H:13](O)[CH2:12]1)=[O:10])[C:2]1[CH:7]=[CH:6][CH:5]=[CH:4][CH:3]=1.C(N(S(F)(F)[F:25])CC)C. The catalyst is C(Cl)Cl. (3) The reactants are Br[CH2:2][CH2:3][CH2:4][CH:5]=[CH2:6].C([O-])([O-])=O.[K+].[K+].[C:13]1(=[O:23])[NH:17][C:16](=[O:18])[C:15]2=[CH:19][CH:20]=[CH:21][CH:22]=[C:14]12.[K].O. The catalyst is CN(C=O)C. The product is [CH2:2]([N:17]1[C:13](=[O:23])[C:14]2[C:15](=[CH:19][CH:20]=[CH:21][CH:22]=2)[C:16]1=[O:18])[CH2:3][CH2:4][CH:5]=[CH2:6]. The yield is 0.725. (4) The product is [Br:1][C:2]1[C:11]2[C:6](=[CH:7][CH:8]=[CH:9][CH:10]=2)[CH:5]=[N+:4]([O-:20])[CH:3]=1. The yield is 0.940. The reactants are [Br:1][C:2]1[C:11]2[C:6](=[CH:7][CH:8]=[CH:9][CH:10]=2)[CH:5]=[N:4][CH:3]=1.C1C=C(Cl)C=C(C(OO)=[O:20])C=1. The catalyst is C(Cl)(Cl)Cl.